From a dataset of Catalyst prediction with 721,799 reactions and 888 catalyst types from USPTO. Predict which catalyst facilitates the given reaction. (1) Reactant: Cl[C:2]([O:4][CH:5]([Cl:9])[CH:6]([CH3:8])[CH3:7])=[O:3].[CH3:10][O:11][CH2:12][CH2:13][O:14][CH2:15][CH2:16][O:17][CH2:18][CH2:19][OH:20].N1C=CC=CC=1. Product: [C:2](=[O:3])([O:20][CH2:19][CH2:18][O:17][CH2:16][CH2:15][O:14][CH2:13][CH2:12][O:11][CH3:10])[O:4][CH:5]([Cl:9])[CH:6]([CH3:8])[CH3:7]. The catalyst class is: 2. (2) Reactant: FC(F)(F)C(O)=O.[CH3:8][O:9][C:10](=[O:30])[CH2:11][C:12]1[C:21]([CH3:22])=[C:20]([CH:23]2[CH2:28][CH2:27][NH:26][CH2:25][CH2:24]2)[C:19]2[C:14](=[CH:15][CH:16]=[C:17]([F:29])[CH:18]=2)[CH:13]=1.C(N(CC)C(C)C)(C)C.[F:40][C:41]([F:53])([F:52])[C:42]1[CH:43]=[C:44]([S:48](Cl)(=[O:50])=[O:49])[CH:45]=[CH:46][CH:47]=1.O. Product: [CH3:8][O:9][C:10](=[O:30])[CH2:11][C:12]1[C:21]([CH3:22])=[C:20]([CH:23]2[CH2:24][CH2:25][N:26]([S:48]([C:44]3[CH:45]=[CH:46][CH:47]=[C:42]([C:41]([F:40])([F:52])[F:53])[CH:43]=3)(=[O:50])=[O:49])[CH2:27][CH2:28]2)[C:19]2[C:14](=[CH:15][CH:16]=[C:17]([F:29])[CH:18]=2)[CH:13]=1. The catalyst class is: 2.